Dataset: Catalyst prediction with 721,799 reactions and 888 catalyst types from USPTO. Task: Predict which catalyst facilitates the given reaction. (1) Reactant: [Cl-].[CH:2]([N:5]1[C:13]2[CH:12]=[C:11]([NH:14][C:15]3[CH:20]=[CH:19][N:18]=[C:17]([C:21]4[CH2:22][CH2:23][NH2+:24][CH2:25][CH:26]=4)[N:16]=3)[N:10]=[CH:9][C:8]=2[N:7]=[CH:6]1)([CH3:4])[CH3:3].C(N(CC)CC)C.[CH3:34][S:35](Cl)(=[O:37])=[O:36]. Product: [CH:2]([N:5]1[C:13]2[CH:12]=[C:11]([NH:14][C:15]3[CH:20]=[CH:19][N:18]=[C:17]([C:21]4[CH2:22][CH2:23][N:24]([S:35]([CH3:34])(=[O:37])=[O:36])[CH2:25][CH:26]=4)[N:16]=3)[N:10]=[CH:9][C:8]=2[N:7]=[CH:6]1)([CH3:4])[CH3:3]. The catalyst class is: 1. (2) Reactant: [Cl:1][C:2]1[C:7]([C:8]2[C:13]([F:14])=[CH:12][C:11]([O:15][CH2:16][CH2:17][CH2:18][NH:19][CH3:20])=[CH:10][C:9]=2[F:21])=[C:6]([NH:22][C@@H:23]([CH3:28])[C:24]([F:27])([F:26])[F:25])[N:5]2[N:29]=[CH:30][N:31]=[C:4]2[N:3]=1. Product: [ClH:1].[Cl:1][C:2]1[C:7]([C:8]2[C:9]([F:21])=[CH:10][C:11]([O:15][CH2:16][CH2:17][CH2:18][NH:19][CH3:20])=[CH:12][C:13]=2[F:14])=[C:6]([NH:22][C@@H:23]([CH3:28])[C:24]([F:26])([F:27])[F:25])[N:5]2[N:29]=[CH:30][N:31]=[C:4]2[N:3]=1. The catalyst class is: 100. (3) Reactant: [NH2:1][C:2]1[C:11]2[N:12]=[C:13]([CH2:20][CH2:21][O:22][CH3:23])[N:14]([CH2:15][C:16]([OH:19])([CH3:18])[CH3:17])[C:10]=2[C:9]2[CH:8]=[CH:7][C:6]([OH:24])=[CH:5][C:4]=2[N:3]=1.C(=O)([O-])[O-].[Cs+].[Cs+].Br[CH2:32][CH2:33][N:34]1[CH:38]=[CH:37][CH:36]=[CH:35]1.[Cl-].[Na+]. Product: [NH2:1][C:2]1[C:11]2[N:12]=[C:13]([CH2:20][CH2:21][O:22][CH3:23])[N:14]([CH2:15][C:16]([CH3:18])([OH:19])[CH3:17])[C:10]=2[C:9]2[CH:8]=[CH:7][C:6]([O:24][CH2:32][CH2:33][N:34]3[CH:38]=[CH:37][CH:36]=[CH:35]3)=[CH:5][C:4]=2[N:3]=1. The catalyst class is: 6. (4) Reactant: [CH2:1]1[CH:5]2[CH2:6][NH:7][CH2:8][CH:4]2[CH2:3][N:2]1[C:9]([O:11][C:12]([CH3:15])([CH3:14])[CH3:13])=[O:10].[F:16][C:17]1[CH:24]=[C:23]([N:25]2[CH2:30][CH2:29][O:28][CH2:27][CH2:26]2)[CH:22]=[CH:21][C:18]=1[CH:19]=O.C(O[BH-](OC(=O)C)OC(=O)C)(=O)C.[Na+]. Product: [F:16][C:17]1[CH:24]=[C:23]([N:25]2[CH2:26][CH2:27][O:28][CH2:29][CH2:30]2)[CH:22]=[CH:21][C:18]=1[CH2:19][N:7]1[CH2:6][CH:5]2[CH2:1][N:2]([C:9]([O:11][C:12]([CH3:15])([CH3:14])[CH3:13])=[O:10])[CH2:3][CH:4]2[CH2:8]1. The catalyst class is: 4. (5) Reactant: C(N(CC)CC)C.[NH2:8][C@H:9]([CH2:17][OH:18])[CH2:10][C:11]1[CH:16]=[CH:15][CH:14]=[CH:13][CH:12]=1.C1([O:25][C:26](=O)[NH:27][C:28]2[CH:33]=[CH:32][C:31]([N:34]3[CH:38]=[C:37]([CH3:39])[N:36]=[CH:35]3)=[C:30]([O:40][CH3:41])[CH:29]=2)C=CC=CC=1.O. Product: [OH:18][CH2:17][C@@H:9]([NH:8][C:26]([NH:27][C:28]1[CH:33]=[CH:32][C:31]([N:34]2[CH:38]=[C:37]([CH3:39])[N:36]=[CH:35]2)=[C:30]([O:40][CH3:41])[CH:29]=1)=[O:25])[CH2:10][C:11]1[CH:12]=[CH:13][CH:14]=[CH:15][CH:16]=1. The catalyst class is: 39. (6) Reactant: CCOC(C)=O.O1CCCCC1[O:13][NH:14][C:15]([C:17]1([S:23]([C:26]2[CH:31]=[CH:30][C:29]([C:32]3[CH:37]=[N:36][C:35]([CH2:38][CH2:39][CH2:40][C:41]([F:44])([F:43])[F:42])=[CH:34][N:33]=3)=[CH:28][CH:27]=2)(=[O:25])=[O:24])[CH2:22][CH2:21][O:20][CH2:19][CH2:18]1)=[O:16].[ClH:45].C1(N2CCC(S(C3C=CC(C4C=CC(OC(F)(F)C(F)F)=CC=4)=CC=3)(=O)=O)(C(NOC3CCCCO3)=O)CC2)CC1. Product: [ClH:45].[OH:13][NH:14][C:15]([C:17]1([S:23]([C:26]2[CH:31]=[CH:30][C:29]([C:32]3[CH:37]=[N:36][C:35]([CH2:38][CH2:39][CH2:40][C:41]([F:44])([F:43])[F:42])=[CH:34][N:33]=3)=[CH:28][CH:27]=2)(=[O:24])=[O:25])[CH2:18][CH2:19][O:20][CH2:21][CH2:22]1)=[O:16]. The catalyst class is: 8.